Dataset: Catalyst prediction with 721,799 reactions and 888 catalyst types from USPTO. Task: Predict which catalyst facilitates the given reaction. (1) Reactant: [C:1]1(B(O)O)[CH:6]=[CH:5][CH:4]=[CH:3][CH:2]=1.[F:10][C:11]1[CH:12]=[C:13]([OH:18])[CH:14]=[CH:15][C:16]=1I.C(=O)([O-])[O-].[Cs+].[Cs+].O1CCOCC1. Product: [F:10][C:11]1[CH:12]=[C:13]([OH:18])[CH:14]=[CH:15][C:16]=1[C:1]1[CH:6]=[CH:5][CH:4]=[CH:3][CH:2]=1. The catalyst class is: 263. (2) Reactant: [CH3:1][O:2][CH2:3][CH2:4][CH2:5][N:6]1[CH:10]=[CH:9][CH:8]=[CH:7]1.CN(C)[CH:13]=[C:14]([N:20]=[CH:21]N(C)C)[C:15]([O:17][CH2:18][CH3:19])=[O:16].FC(F)(F)C(O)=O. Product: [CH3:1][O:2][CH2:3][CH2:4][CH2:5][N:6]1[C:10]2[CH:13]=[C:14]([C:15]([O:17][CH2:18][CH3:19])=[O:16])[N:20]=[CH:21][C:9]=2[CH:8]=[CH:7]1. The catalyst class is: 15. (3) Reactant: [OH:1][C@H:2]1[CH2:19][CH2:18][C@@:17]2([CH3:20])[C@@H:4]([CH2:5][CH2:6][C@:7]3([CH3:31])[C@@H:16]2[CH2:15][CH2:14][C@H:13]2[C@@:8]3([CH3:30])[CH2:9][CH2:10][C@@:11]3([C:27]([OH:29])=[O:28])[CH2:23][CH2:22][C@@H:21]([C:24]([CH3:26])=[CH2:25])[C@@H:12]32)[C:3]1([CH3:33])[CH3:32].[Cr](O[Cr]([O-])(=O)=O)([O-])(=O)=O.[NH+]1C=CC=CC=1.[NH+]1C=CC=CC=1.C(OCC)(=O)C. Product: [CH3:30][C@:8]12[C@@:7]3([CH3:31])[C@@H:16]([C@:17]4([CH3:20])[C@@H:4]([CH2:5][CH2:6]3)[C:3]([CH3:32])([CH3:33])[C:2](=[O:1])[CH2:19][CH2:18]4)[CH2:15][CH2:14][C@@H:13]1[C@H:12]1[C@H:21]([C:24]([CH3:26])=[CH2:25])[CH2:22][CH2:23][C@:11]1([C:27]([OH:29])=[O:28])[CH2:10][CH2:9]2. The catalyst class is: 3. (4) Reactant: C1(P(C2C=CC=CC=2)C2C3OC4C(=CC=CC=4P(C4C=CC=CC=4)C4C=CC=CC=4)C(C)(C)C=3C=CC=2)C=CC=CC=1.I[C:44]1[CH:49]=[CH:48][C:47]([C:50]([N:52]2[CH2:57][CH2:56][N:55]([CH3:58])[CH2:54][CH2:53]2)=[O:51])=[CH:46][CH:45]=1.[NH2:59][C:60]1[N:61]=[CH:62][C:63]2[C:69](=[O:70])[N:68]([C:71]3[CH:76]=[C:75]([N+:77]([O-:79])=[O:78])[CH:74]=[CH:73][C:72]=3[CH3:80])[CH2:67][CH2:66][C:64]=2[N:65]=1.C(=O)([O-])[O-].[Cs+].[Cs+]. Product: [CH3:80][C:72]1[CH:73]=[CH:74][C:75]([N+:77]([O-:79])=[O:78])=[CH:76][C:71]=1[N:68]1[CH2:67][CH2:66][C:64]2[N:65]=[C:60]([NH:59][C:44]3[CH:49]=[CH:48][C:47]([C:50]([N:52]4[CH2:57][CH2:56][N:55]([CH3:58])[CH2:54][CH2:53]4)=[O:51])=[CH:46][CH:45]=3)[N:61]=[CH:62][C:63]=2[C:69]1=[O:70]. The catalyst class is: 12.